This data is from Peptide-MHC class II binding affinity with 134,281 pairs from IEDB. The task is: Regression. Given a peptide amino acid sequence and an MHC pseudo amino acid sequence, predict their binding affinity value. This is MHC class II binding data. (1) The peptide sequence is MSSKFPELGMNASHC. The binding affinity (normalized) is 0.358. The MHC is HLA-DPA10201-DPB11401 with pseudo-sequence HLA-DPA10201-DPB11401. (2) The peptide sequence is GLVGAVGGTATAGAF. The MHC is DRB1_0701 with pseudo-sequence DRB1_0701. The binding affinity (normalized) is 0.200.